From a dataset of Reaction yield outcomes from USPTO patents with 853,638 reactions. Predict the reaction yield, written as a fraction of the theoretical maximum amount of product (1.0 means a 100% yield; for example, 0.34 means a 34% yield). (1) The product is [CH3:2][O:3][C:4]1[C:5]2[N:12]=[C:11]([NH:13][C:14]([N:16]3[CH2:17][CH2:18][N:19]([CH2:32][C:33]4[CH:38]=[CH:37][C:36]([Cl:39])=[CH:35][C:34]=4[S:40]([CH3:43])(=[O:42])=[O:41])[CH2:20][CH2:21]3)=[O:15])[S:10][C:6]=2[N:7]=[CH:8][N:9]=1. The catalyst is CN(C)C=O. The yield is 0.690. The reactants are Cl.[CH3:2][O:3][C:4]1[C:5]2[N:12]=[C:11]([NH:13][C:14]([N:16]3[CH2:21][CH2:20][NH:19][CH2:18][CH2:17]3)=[O:15])[S:10][C:6]=2[N:7]=[CH:8][N:9]=1.C(N(CC)C(C)C)(C)C.Br[CH2:32][C:33]1[CH:38]=[CH:37][C:36]([Cl:39])=[CH:35][C:34]=1[S:40]([CH3:43])(=[O:42])=[O:41].O. (2) The reactants are [Si:1]([O:8][CH:9]([C:24]([F:27])([F:26])[F:25])[CH2:10][C:11]([C:14]1[CH:19]=[CH:18][CH:17]=[CH:16][C:15]=1[S:20]([NH2:23])(=[O:22])=[O:21])([CH3:13])[CH3:12])([C:4]([CH3:7])([CH3:6])[CH3:5])([CH3:3])[CH3:2].CO[CH:30](OC)[N:31]([CH3:33])[CH3:32]. The catalyst is ClCCl. The product is [Si:1]([O:8][CH:9]([C:24]([F:25])([F:27])[F:26])[CH2:10][C:11]([C:14]1[CH:19]=[CH:18][CH:17]=[CH:16][C:15]=1[S:20]([N:23]=[CH:30][N:31]([CH3:33])[CH3:32])(=[O:21])=[O:22])([CH3:13])[CH3:12])([C:4]([CH3:5])([CH3:6])[CH3:7])([CH3:3])[CH3:2]. The yield is 1.00.